From a dataset of Catalyst prediction with 721,799 reactions and 888 catalyst types from USPTO. Predict which catalyst facilitates the given reaction. Reactant: Cl[CH2:2][CH:3]1[O:8][CH2:7][C@@H:6]2[CH2:9][S:10][CH2:11][N:5]2[CH2:4]1.[F:12][C:13]([F:18])([F:17])[C:14]([OH:16])=[O:15].[Cl:19][C:20]1[CH:21]=[C:22]([NH:27][C:28]2[C:37]3[C:32](=[CH:33][C:34]([OH:40])=[C:35]([O:38][CH3:39])[CH:36]=3)[N:31]=[CH:30][N:29]=2)[CH:23]=[CH:24][C:25]=1[Cl:26].C(=O)([O-])[O-].[K+].[K+]. Product: [F:12][C:13]([F:18])([F:17])[C:14]([OH:16])=[O:15].[Cl:19][C:20]1[CH:21]=[C:22]([NH:27][C:28]2[C:37]3[C:32](=[CH:33][C:34]([O:40][CH2:2][CH:3]4[O:8][CH2:7][C@@H:6]5[CH2:9][S:10][CH2:11][N:5]5[CH2:4]4)=[C:35]([O:38][CH3:39])[CH:36]=3)[N:31]=[CH:30][N:29]=2)[CH:23]=[CH:24][C:25]=1[Cl:26]. The catalyst class is: 80.